Dataset: Reaction yield outcomes from USPTO patents with 853,638 reactions. Task: Predict the reaction yield, written as a fraction of the theoretical maximum amount of product (1.0 means a 100% yield; for example, 0.34 means a 34% yield). The reactants are F[C:2]1[CH:9]=[CH:8][CH:7]=[CH:6][C:3]=1[CH:4]=[O:5].[C:10]1([S:16]([O-:18])=[O:17])[CH:15]=[CH:14][CH:13]=[CH:12][CH:11]=1.[Na+]. The catalyst is CS(C)=O. The product is [C:10]1([S:16]([C:2]2[CH:9]=[CH:8][CH:7]=[CH:6][C:3]=2[CH:4]=[O:5])(=[O:18])=[O:17])[CH:15]=[CH:14][CH:13]=[CH:12][CH:11]=1. The yield is 0.760.